From a dataset of Full USPTO retrosynthesis dataset with 1.9M reactions from patents (1976-2016). Predict the reactants needed to synthesize the given product. (1) Given the product [CH2:18]([NH:17][C:15]1[C:14]([C:25]([NH2:27])=[O:26])=[CH:13][N:12]=[C:11]([NH:28][C:29]2[CH:34]=[CH:33][CH:32]=[C:31]([NH:35][C:36]([C@@H:38]3[CH2:42][CH2:41][CH2:40][N:39]3[CH3:43])=[O:37])[CH:30]=2)[N:16]=1)[C:19]1[CH:20]=[CH:21][CH:22]=[CH:23][CH:24]=1, predict the reactants needed to synthesize it. The reactants are: N1(O[C:11]2[N:16]=[C:15]([NH:17][CH2:18][C:19]3[CH:24]=[CH:23][CH:22]=[CH:21][CH:20]=3)[C:14]([C:25]([NH2:27])=[O:26])=[CH:13][N:12]=2)C2C=CC=CC=2N=N1.[NH2:28][C:29]1[CH:30]=[C:31]([NH:35][C:36]([C@@H:38]2[CH2:42][CH2:41][CH2:40][N:39]2[CH3:43])=[O:37])[CH:32]=[CH:33][CH:34]=1.CC1C=CC(S(O)(=O)=O)=CC=1. (2) Given the product [NH2:8][C:9]1[CH:10]=[CH:11][C:12]([S:15]([CH:18]([CH2:23][CH2:24][N:25]2[C:30](=[O:31])[C:29]3[CH:32]=[CH:33][CH:34]=[CH:35][C:28]=3[N:27]=[N:26]2)[C:19]([O:21][CH3:22])=[O:20])(=[O:17])=[O:16])=[CH:13][CH:14]=1, predict the reactants needed to synthesize it. The reactants are: C(OC([NH:8][C:9]1[CH:14]=[CH:13][C:12]([S:15]([CH:18]([CH2:23][CH2:24][N:25]2[C:30](=[O:31])[C:29]3[CH:32]=[CH:33][CH:34]=[CH:35][C:28]=3[N:27]=[N:26]2)[C:19]([O:21][CH3:22])=[O:20])(=[O:17])=[O:16])=[CH:11][CH:10]=1)=O)(C)(C)C.FC(F)(F)C(O)=O. (3) Given the product [C:30]([C:32]1[CH:33]=[CH:34][C:35]([N:38]2[CH:42]=[CH:41][C:40]([C:43]([NH:9][C:5]3[CH:4]=[N:3][C:2]([N:12]4[CH2:17][CH2:16][CH:15]([C:18]([OH:21])([CH3:20])[CH3:19])[CH2:14][CH2:13]4)=[C:7]([CH3:8])[CH:6]=3)=[O:44])=[CH:39]2)=[N:36][CH:37]=1)#[N:31], predict the reactants needed to synthesize it. The reactants are: Br[C:2]1[C:7]([CH3:8])=[CH:6][C:5]([N+:9]([O-])=O)=[CH:4][N:3]=1.[NH:12]1[CH2:17][CH2:16][CH:15]([C:18]([OH:21])([CH3:20])[CH3:19])[CH2:14][CH2:13]1.C(=O)([O-])[O-].[K+].[K+].[F-].[K+].[C:30]([C:32]1[CH:33]=[CH:34][C:35]([N:38]2[CH:42]=[CH:41][C:40]([C:43](O)=[O:44])=[CH:39]2)=[N:36][CH:37]=1)#[N:31].S(Cl)(Cl)=O. (4) Given the product [Br:16][C:17]1[CH:22]=[CH:21][C:20]([C:9]([CH2:8][C:5]2[CH:4]=[CH:3][C:2]([Cl:1])=[CH:7][CH:6]=2)=[O:11])=[CH:19][CH:18]=1, predict the reactants needed to synthesize it. The reactants are: [Cl:1][C:2]1[CH:7]=[CH:6][C:5]([CH2:8][C:9]([OH:11])=O)=[CH:4][CH:3]=1.P(Cl)(Cl)Cl.[Br:16][C:17]1[CH:22]=[CH:21][CH:20]=[CH:19][CH:18]=1. (5) Given the product [CH3:15][C:6]1[CH2:5][S:4][CH:3]2[N:8]([C:9](=[O:10])[CH:2]2[NH:1][C:30](=[O:31])[CH2:29][C:23]2[CH:28]=[CH:27][CH:26]=[CH:25][CH:24]=2)[C:7]=1[C:11]([O:13][CH3:14])=[O:12], predict the reactants needed to synthesize it. The reactants are: [NH2:1][CH:2]1[C:9](=[O:10])[N:8]2[CH:3]1[S:4][CH2:5][C:6]([CH3:15])=[C:7]2[C:11]([O:13][CH3:14])=[O:12].C(N(CC)CC)C.[C:23]1([CH2:29][C:30](Cl)=[O:31])[CH:28]=[CH:27][CH:26]=[CH:25][CH:24]=1. (6) Given the product [Cl:45][C:32]1[CH:33]=[C:34]([I:37])[CH:35]=[CH:36][C:31]=1[NH:30][C:18]1[S:19][C:20]2[C:21](=[O:29])[NH:22][CH2:23][C:24]([CH3:28])([CH3:27])[CH2:25][C:26]=2[C:17]=1[C:15]#[N:14], predict the reactants needed to synthesize it. The reactants are: C(OC(N1CCC[C@H]1C[NH:14][C:15]([C:17]1[C:26]2[CH2:25][C:24]([CH3:28])([CH3:27])[CH2:23][NH:22][C:21](=[O:29])[C:20]=2[S:19][C:18]=1[NH:30][C:31]1[CH:36]=[CH:35][C:34]([I:37])=[CH:33][C:32]=1F)=O)=O)(C)(C)C.C(=O)([O-])[O-].[Cs+].[Cs+].[ClH:45]. (7) Given the product [Br:1][C:2]1[CH:3]=[C:4]([N:8]2[CH2:9][CH:10]3[CH:12]([CH2:11]3)[CH2:13]2)[CH:5]=[CH:6][CH:7]=1, predict the reactants needed to synthesize it. The reactants are: [Br:1][C:2]1[CH:3]=[C:4]([N:8]2[C:13](=O)[CH:12]3[CH:10]([CH2:11]3)[C:9]2=O)[CH:5]=[CH:6][CH:7]=1.CO.O.